This data is from NCI-60 drug combinations with 297,098 pairs across 59 cell lines. The task is: Regression. Given two drug SMILES strings and cell line genomic features, predict the synergy score measuring deviation from expected non-interaction effect. Drug 1: C1=CN(C(=O)N=C1N)C2C(C(C(O2)CO)O)O.Cl. Drug 2: CS(=O)(=O)OCCCCOS(=O)(=O)C. Cell line: K-562. Synergy scores: CSS=38.7, Synergy_ZIP=-1.13, Synergy_Bliss=-2.47, Synergy_Loewe=-9.02, Synergy_HSA=-0.646.